This data is from Reaction yield outcomes from USPTO patents with 853,638 reactions. The task is: Predict the reaction yield, written as a fraction of the theoretical maximum amount of product (1.0 means a 100% yield; for example, 0.34 means a 34% yield). (1) The reactants are [F:1][C:2]1[CH:25]=[C:24]([N+:26]([O-:28])=[O:27])[CH:23]=[CH:22][C:3]=1[O:4][C:5]1[CH:10]=[CH:9][N:8]=[C:7]2[CH:11]=[C:12]([C:14]3[N:15]([CH3:21])[C:16]([CH:19]=O)=[CH:17][N:18]=3)[S:13][C:6]=12.[CH3:29][O:30][CH2:31][CH2:32][NH2:33].C(O)(=O)C.C(O[BH-](OC(=O)C)OC(=O)C)(=O)C.[Na+]. The catalyst is C(Cl)Cl. The product is [F:1][C:2]1[CH:25]=[C:24]([N+:26]([O-:28])=[O:27])[CH:23]=[CH:22][C:3]=1[O:4][C:5]1[CH:10]=[CH:9][N:8]=[C:7]2[CH:11]=[C:12]([C:14]3[N:15]([CH3:21])[C:16]([CH2:19][NH:33][CH2:32][CH2:31][O:30][CH3:29])=[CH:17][N:18]=3)[S:13][C:6]=12. The yield is 1.00. (2) The reactants are [CH2:1]([N:3]([CH2:26][CH3:27])[C:4](=[O:25])[C:5]1[CH:10]=[CH:9][C:8]([C:11]([C:18]2[CH:23]=[CH:22][C:21]([Cl:24])=[CH:20][CH:19]=2)=[C:12]2[CH2:17][CH2:16][NH:15][CH2:14][CH2:13]2)=[CH:7][CH:6]=1)[CH3:2].[CH2:28](Br)[C:29]1[CH:34]=[CH:33][CH:32]=[CH:31][CH:30]=1. No catalyst specified. The product is [CH2:26]([N:3]([CH2:1][CH3:2])[C:4](=[O:25])[C:5]1[CH:6]=[CH:7][C:8]([C:11]([C:18]2[CH:19]=[CH:20][C:21]([Cl:24])=[CH:22][CH:23]=2)=[C:12]2[CH2:17][CH2:16][N:15]([CH2:28][C:29]3[CH:34]=[CH:33][CH:32]=[CH:31][CH:30]=3)[CH2:14][CH2:13]2)=[CH:9][CH:10]=1)[CH3:27]. The yield is 0.930. (3) The catalyst is CN(C=O)C.O. The product is [Br:10][C:11]1[CH:19]=[CH:18][C:17]([F:20])=[CH:16][C:12]=1[C:13]([N:64]1[CH2:63][CH2:62][N:61]([C:44](=[O:43])[CH2:45][NH:46][C:47]([C:49]2[CH:54]=[CH:53][C:52]([C:55]3[CH:60]=[CH:59][CH:58]=[CH:57][CH:56]=3)=[CH:51][CH:50]=2)=[O:48])[CH2:66][CH2:65]1)=[O:15]. The yield is 0.446. The reactants are CCN(C(C)C)C(C)C.[Br:10][C:11]1[CH:19]=[CH:18][C:17]([F:20])=[CH:16][C:12]=1[C:13]([OH:15])=O.C1C=CC2N(O)N=NC=2C=1.CCN=C=NCCCN(C)C.Cl.[O:43]=[C:44]([N:61]1[CH2:66][CH2:65][NH:64][CH2:63][CH2:62]1)[CH2:45][NH:46][C:47]([C:49]1[CH:54]=[CH:53][C:52]([C:55]2[CH:60]=[CH:59][CH:58]=[CH:57][CH:56]=2)=[CH:51][CH:50]=1)=[O:48]. (4) The reactants are [OH:1][CH2:2][C@H:3]([NH:14][C:15](=[O:23])[C:16]1[CH:21]=[CH:20][CH:19]=[C:18](I)[CH:17]=1)[CH2:4][C:5]1[C:13]2[C:8](=[CH:9][CH:10]=[CH:11][CH:12]=2)[NH:7][CH:6]=1.[C:24]([C:26]1[CH:27]=[C:28]([CH:33]=[CH:34][CH:35]=1)[C:29]([NH:31][CH3:32])=[O:30])#[CH:25].CCCC[N+](CCCC)(CCCC)CCCC.[F-].O. The catalyst is C1COCC1.CCO.Cl[Pd](Cl)([P](C1C=CC=CC=1)(C1C=CC=CC=1)C1C=CC=CC=1)[P](C1C=CC=CC=1)(C1C=CC=CC=1)C1C=CC=CC=1. The product is [OH:1][CH2:2][C@H:3]([NH:14][C:15](=[O:23])[C:16]1[CH:17]=[C:18]([C:25]#[C:24][C:26]2[CH:35]=[CH:34][CH:33]=[C:28]([C:29](=[O:30])[NH:31][CH3:32])[CH:27]=2)[CH:19]=[CH:20][CH:21]=1)[CH2:4][C:5]1[C:13]2[C:8](=[CH:9][CH:10]=[CH:11][CH:12]=2)[NH:7][CH:6]=1. The yield is 0.290.